From a dataset of Full USPTO retrosynthesis dataset with 1.9M reactions from patents (1976-2016). Predict the reactants needed to synthesize the given product. (1) The reactants are: [Cl:1][C:2]1[C:3]([N:12]2[CH2:17][CH2:16][N:15]([CH2:18][CH2:19][O:20][C:21]3[CH:26]=[CH:25][CH:24]=[CH:23][CH:22]=3)[CH2:14][CH2:13]2)=[C:4]([N+:9]([O-])=O)[C:5]([NH2:8])=[N:6][CH:7]=1.[CH3:27][N:28]([CH3:37])[C:29]1[CH:36]=[CH:35][C:32]([CH:33]=O)=[CH:31][CH:30]=1.[O-]S(S([O-])=O)=O.[Na+].[Na+]. Given the product [Cl:1][C:2]1[C:3]([N:12]2[CH2:17][CH2:16][N:15]([CH2:18][CH2:19][O:20][C:21]3[CH:26]=[CH:25][CH:24]=[CH:23][CH:22]=3)[CH2:14][CH2:13]2)=[C:4]2[N:9]=[C:33]([C:32]3[CH:35]=[CH:36][C:29]([N:28]([CH3:37])[CH3:27])=[CH:30][CH:31]=3)[NH:8][C:5]2=[N:6][CH:7]=1, predict the reactants needed to synthesize it. (2) The reactants are: Br[C:2]1[CH:3]=[C:4]2[C:9](=[CH:10][CH:11]=1)[N:8]=[CH:7][C:6]([C:12](=[O:16])[CH:13]([CH3:15])[CH3:14])=[C:5]2[NH:17][C@H:18]1[CH2:23][CH2:22][C@H:21]([NH:24][C:25](=[O:31])[O:26][C:27]([CH3:30])([CH3:29])[CH3:28])[CH2:20][CH2:19]1.CC1(C)C(C)(C)OB([C:40]2[CH:41]=[N:42][NH:43][CH:44]=2)O1. Given the product [CH:13]1([C:12]([C:6]2[CH:7]=[N:8][C:9]3[C:4]([C:5]=2[NH:17][C@H:18]2[CH2:23][CH2:22][C@H:21]([NH:24][C:25](=[O:31])[O:26][C:27]([CH3:29])([CH3:30])[CH3:28])[CH2:20][CH2:19]2)=[CH:3][C:2]([C:40]2[CH:41]=[N:42][NH:43][CH:44]=2)=[CH:11][CH:10]=3)=[O:16])[CH2:15][CH2:14]1, predict the reactants needed to synthesize it. (3) Given the product [CH:24]([N:14]1[CH2:13][C:12]2[CH:27]=[C:8]([C:5]([NH:30][CH2:31][C:32]3[NH:36][C:35]4[CH:37]=[CH:38][CH:39]=[CH:40][C:34]=4[N:33]=3)=[O:7])[CH:9]=[CH:10][C:11]=2[NH:17][CH:16]([CH2:18][C:19]([O:21][CH3:22])=[O:20])[C:15]1=[O:23])([CH3:26])[CH3:25], predict the reactants needed to synthesize it. The reactants are: C(Cl)CCl.[C:5]([C:8]1[CH:9]=[CH:10][C:11]2[NH:17][CH:16]([CH2:18][C:19]([O:21][CH3:22])=[O:20])[C:15](=[O:23])[N:14]([CH:24]([CH3:26])[CH3:25])[CH2:13][C:12]=2[CH:27]=1)([OH:7])=O.Cl.Cl.[NH2:30][CH2:31][C:32]1[NH:33][C:34]2[CH:40]=[CH:39][CH:38]=[CH:37][C:35]=2[N:36]=1.C1C=CC2N(O)N=NC=2C=1.O.C(N(C(C)C)CC)(C)C. (4) Given the product [CH2:1]([C:3]1[O:4][C:5]2[CH:22]=[CH:21][CH:20]=[CH:19][C:6]=2[C:7]=1[C:8]([C:10]1[CH:15]=[CH:14][C:13]([OH:16])=[C:12]([I:18])[CH:11]=1)=[O:9])[CH3:2], predict the reactants needed to synthesize it. The reactants are: [CH2:1]([C:3]1[O:4][C:5]2[CH:22]=[CH:21][CH:20]=[CH:19][C:6]=2[C:7]=1[C:8]([C:10]1[CH:15]=[CH:14][C:13]([O:16]C)=[C:12]([I:18])[CH:11]=1)=[O:9])[CH3:2]. (5) Given the product [CH2:37]([O:39][C:40]1[C:49]([O:50][CH3:51])=[CH:48][C:47]2[C:46]([C:52]3[CH:53]=[CH:54][C:55]([C:56]([N:28]4[CH2:27][CH2:26][CH:25]([N:9]5[C:10](=[O:24])[C:11]6[S:15][C:14]([C:16]7[CH:21]=[CH:20][CH:19]=[CH:18][C:17]=7[O:22][CH3:23])=[CH:13][C:12]=6[N:7]([CH2:6][C:5]6[CH:32]=[CH:33][C:34]([O:35][CH3:36])=[C:3]([F:2])[CH:4]=6)[C:8]5=[O:31])[CH2:30][CH2:29]4)=[O:57])=[CH:59][CH:60]=3)=[N:45][C@@H:44]3[CH2:61][CH2:62][S:63][CH2:64][C@@H:43]3[C:42]=2[CH:41]=1)[CH3:38], predict the reactants needed to synthesize it. The reactants are: Cl.[F:2][C:3]1[CH:4]=[C:5]([CH:32]=[CH:33][C:34]=1[O:35][CH3:36])[CH2:6][N:7]1[C:12]2[CH:13]=[C:14]([C:16]3[CH:21]=[CH:20][CH:19]=[CH:18][C:17]=3[O:22][CH3:23])[S:15][C:11]=2[C:10](=[O:24])[N:9]([CH:25]2[CH2:30][CH2:29][NH:28][CH2:27][CH2:26]2)[C:8]1=[O:31].[CH2:37]([O:39][C:40]1[C:49]([O:50][CH3:51])=[CH:48][C:47]2[C:46]([C:52]3[CH:60]=[CH:59][C:55]([C:56](O)=[O:57])=[CH:54][CH:53]=3)=[N:45][C@@H:44]3[CH2:61][CH2:62][S:63][CH2:64][C@@H:43]3[C:42]=2[CH:41]=1)[CH3:38].CN(C(ON1N=NC2C=CC=NC1=2)=[N+](C)C)C.F[P-](F)(F)(F)(F)F.CCN(C(C)C)C(C)C.